This data is from Forward reaction prediction with 1.9M reactions from USPTO patents (1976-2016). The task is: Predict the product of the given reaction. Given the reactants [CH:1]1[C:11]2=[C:12]3[C:7](=[CH:8][CH:9]=[CH:10]2)[CH2:6][CH2:5][CH2:4][N:3]3[CH:2]=1.[C:13]([CH2:15][C:16](O)=[O:17])#[N:14], predict the reaction product. The product is: [C:1]1([C:16](=[O:17])[CH2:15][C:13]#[N:14])[C:11]2=[C:12]3[C:7](=[CH:8][CH:9]=[CH:10]2)[CH2:6][CH2:5][CH2:4][N:3]3[CH:2]=1.